Dataset: Catalyst prediction with 721,799 reactions and 888 catalyst types from USPTO. Task: Predict which catalyst facilitates the given reaction. (1) Reactant: [C:1]([O:5][C:6]([N:8]1[CH2:13][CH2:12][N:11]([C:14]2[S:15][C:16]([C:32]([OH:34])=O)=[C:17]([C:19]3[CH:24]=[CH:23][C:22]([O:25][C:26]4[CH:31]=[CH:30][CH:29]=[CH:28][CH:27]=4)=[CH:21][CH:20]=3)[N:18]=2)[CH2:10][CH2:9]1)=[O:7])([CH3:4])([CH3:3])[CH3:2].C[N:36](C(ON1N=NC2C=CC=NC1=2)=[N+](C)C)C.F[P-](F)(F)(F)(F)F. Product: [C:32]([C:16]1[S:15][C:14]([N:11]2[CH2:10][CH2:9][N:8]([C:6]([O:5][C:1]([CH3:2])([CH3:4])[CH3:3])=[O:7])[CH2:13][CH2:12]2)=[N:18][C:17]=1[C:19]1[CH:24]=[CH:23][C:22]([O:25][C:26]2[CH:27]=[CH:28][CH:29]=[CH:30][CH:31]=2)=[CH:21][CH:20]=1)(=[O:34])[NH2:36]. The catalyst class is: 2. (2) Reactant: [NH2:1][C:2]1[CH:9]=[C:8]([CH3:10])[C:5]([CH:6]=[O:7])=[C:4]([CH3:11])[CH:3]=1.[CH3:12][O:13][C:14](=[O:17])[CH2:15]Br.C([O-])([O-])=O.[K+].[K+]. Product: [C:14]([O-:17])(=[O:13])[CH3:15].[CH3:12][O:13][C:14](=[O:17])[CH2:15][NH:1][C:2]1[CH:3]=[C:4]([CH3:11])[C:5]([CH:6]=[O:7])=[C:8]([CH3:10])[CH:9]=1. The catalyst class is: 3.